From a dataset of Catalyst prediction with 721,799 reactions and 888 catalyst types from USPTO. Predict which catalyst facilitates the given reaction. Reactant: [Cl:1][C:2]1[CH:40]=[CH:39][CH:38]=[C:37]([Cl:41])[C:3]=1[CH2:4][C:5]1[CH:14]=[C:13]([NH:15][C:16]2[CH:21]=[CH:20][C:19]([N:22]3[CH2:27][CH2:26][N:25](C(OC(C)(C)C)=O)[CH2:24][CH2:23]3)=[C:18]([F:35])[CH:17]=2)[C:12]2[C:11](=[O:36])[NH:10][CH:9]=[CH:8][C:7]=2[N:6]=1.FC(F)(F)C(O)=O. Product: [Cl:41][C:37]1[CH:38]=[CH:39][CH:40]=[C:2]([Cl:1])[C:3]=1[CH2:4][C:5]1[CH:14]=[C:13]([NH:15][C:16]2[CH:21]=[CH:20][C:19]([N:22]3[CH2:27][CH2:26][NH:25][CH2:24][CH2:23]3)=[C:18]([F:35])[CH:17]=2)[C:12]2[C:11](=[O:36])[NH:10][CH:9]=[CH:8][C:7]=2[N:6]=1. The catalyst class is: 4.